This data is from Catalyst prediction with 721,799 reactions and 888 catalyst types from USPTO. The task is: Predict which catalyst facilitates the given reaction. (1) Reactant: FC(F)(F)S(O[C:7]1[N:16]=[CH:15][CH:14]=[CH:13][C:8]=1[C:9]([O:11][CH3:12])=[O:10])(=O)=O.[NH2:19][C:20]1[CH:24]=[C:23]([CH3:25])[O:22][N:21]=1.C(=O)([O-])[O-].[Cs+].[Cs+].C1(P(C2C=CC=CC=2)C2C3OC4C(=CC=CC=4P(C4C=CC=CC=4)C4C=CC=CC=4)C(C)(C)C=3C=CC=2)C=CC=CC=1. Product: [CH3:25][C:23]1[O:22][N:21]=[C:20]([NH:19][C:7]2[N:16]=[CH:15][CH:14]=[CH:13][C:8]=2[C:9]([O:11][CH3:12])=[O:10])[CH:24]=1. The catalyst class is: 101. (2) Reactant: [CH3:1][O:2][C:3]1[CH:4]=[C:5]([CH:8]=[CH:9][C:10]=1[O:11][CH2:12][C:13]1[N:14]=[C:15]([N:18]2[CH2:23][CH2:22][O:21][CH2:20][CH2:19]2)[S:16][CH:17]=1)[CH:6]=[O:7].C(O)C.[BH4-].[Na+].O. Product: [CH3:1][O:2][C:3]1[CH:4]=[C:5]([CH2:6][OH:7])[CH:8]=[CH:9][C:10]=1[O:11][CH2:12][C:13]1[N:14]=[C:15]([N:18]2[CH2:19][CH2:20][O:21][CH2:22][CH2:23]2)[S:16][CH:17]=1. The catalyst class is: 7. (3) Reactant: [OH:1][C:2]1[CH:9]=[CH:8][CH:7]=[C:6]([O:10][CH3:11])[C:3]=1[CH:4]=[O:5].[CH2:12](Br)[C:13]1[CH:18]=[CH:17][CH:16]=[CH:15][CH:14]=1.C([O-])([O-])=O.[K+].[K+]. Product: [CH2:12]([O:1][C:2]1[CH:9]=[CH:8][CH:7]=[C:6]([O:10][CH3:11])[C:3]=1[CH:4]=[O:5])[C:13]1[CH:18]=[CH:17][CH:16]=[CH:15][CH:14]=1. The catalyst class is: 21.